Dataset: Full USPTO retrosynthesis dataset with 1.9M reactions from patents (1976-2016). Task: Predict the reactants needed to synthesize the given product. (1) Given the product [CH3:18][O:17][C:11]1[CH:10]=[C:9]([NH:8][C:6]2[C:5]([F:19])=[CH:4][N:3]=[C:2]([NH:27][C:26]3[CH:28]=[CH:29][C:23]([O:22][CH2:20][CH3:21])=[CH:24][CH:25]=3)[N:7]=2)[CH:14]=[CH:13][C:12]=1[O:15][CH3:16], predict the reactants needed to synthesize it. The reactants are: Cl[C:2]1[N:7]=[C:6]([NH:8][C:9]2[CH:14]=[CH:13][C:12]([O:15][CH3:16])=[C:11]([O:17][CH3:18])[CH:10]=2)[C:5]([F:19])=[CH:4][N:3]=1.[CH2:20]([O:22][C:23]1[CH:29]=[CH:28][C:26]([NH2:27])=[CH:25][CH:24]=1)[CH3:21]. (2) Given the product [CH2:29]([NH:28][C:26]([NH:25][NH:24][C:22](=[O:23])[CH2:21][O:20][C:1]([C:2]1[CH:7]=[CH:6][CH:5]=[CH:4][CH:3]=1)([C:8]1[CH:13]=[CH:12][CH:11]=[CH:10][CH:9]=1)[C:14]1[CH:15]=[CH:16][CH:17]=[CH:18][CH:19]=1)=[O:27])[CH2:30][CH2:31][CH2:32][CH2:33][CH2:34][CH2:35][CH3:36], predict the reactants needed to synthesize it. The reactants are: [C:1]([O:20][CH2:21][C:22]([NH:24][NH:25][C:26]([NH2:28])=[O:27])=[O:23])([C:14]1[CH:19]=[CH:18][CH:17]=[CH:16][CH:15]=1)([C:8]1[CH:13]=[CH:12][CH:11]=[CH:10][CH:9]=1)[C:2]1[CH:7]=[CH:6][CH:5]=[CH:4][CH:3]=1.[CH2:29](N=C=O)[CH2:30][CH2:31][CH2:32][CH2:33][CH2:34][CH2:35][CH3:36]. (3) Given the product [CH3:15][O:14][C:6]1[C:7]([N+:11]([O-:13])=[O:12])=[CH:8][CH:9]=[C:10]2[C:5]=1[CH2:4][CH2:3][C:2]12[O:1][C:23](=[O:24])[NH:25][C:16]1=[O:18], predict the reactants needed to synthesize it. The reactants are: [OH:1][C:2]1([C:16]([O:18]CC)=O)[C:10]2[C:5](=[C:6]([O:14][CH3:15])[C:7]([N+:11]([O-:13])=[O:12])=[CH:8][CH:9]=2)[CH2:4][CH2:3]1.ClC(Cl)(Cl)[C:23]([N:25]=C=O)=[O:24].C(N(CC)CC)C. (4) Given the product [CH:24]([C:11]1[N:10]([CH2:9][O:8][CH3:7])[CH:14]=[C:13]([NH:15][C:16]([CH:18]2[CH2:23][CH2:22][O:21][CH2:20][CH2:19]2)=[O:17])[N:12]=1)=[O:25], predict the reactants needed to synthesize it. The reactants are: [H-].[H-].[H-].[H-].[Li+].[Al+3].[CH3:7][O:8][CH2:9][N:10]1[CH:14]=[C:13]([NH:15][C:16]([CH:18]2[CH2:23][CH2:22][O:21][CH2:20][CH2:19]2)=[O:17])[N:12]=[C:11]1[C:24](OCC)=[O:25].